This data is from Full USPTO retrosynthesis dataset with 1.9M reactions from patents (1976-2016). The task is: Predict the reactants needed to synthesize the given product. (1) Given the product [CH3:1][O:2][C:3]([C:5]1[C:9]2[CH:10]=[CH:11][C:12]([O:14][S:25]([C:24]([F:37])([F:36])[F:23])(=[O:27])=[O:26])=[CH:13][C:8]=2[O:7][C:6]=1[CH3:15])=[O:4], predict the reactants needed to synthesize it. The reactants are: [CH3:1][O:2][C:3]([C:5]1[C:9]2[CH:10]=[CH:11][C:12]([OH:14])=[CH:13][C:8]=2[O:7][C:6]=1[CH3:15])=[O:4].C(N(CC)CC)C.[F:23][C:24]([F:37])([F:36])[S:25](O[S:25]([C:24]([F:37])([F:36])[F:23])(=[O:27])=[O:26])(=[O:27])=[O:26]. (2) Given the product [C:19]([C:16]1[CH:17]=[CH:18][C:13]([CH2:12][NH:11][C:9](=[O:10])[CH:8]([C:6]2[CH:7]=[C:2]([C:24]3[CH:29]=[CH:28][CH:27]=[CH:26][CH:25]=3)[CH:3]=[CH:4][C:5]=2[F:23])[O:21][CH3:22])=[CH:14][CH:15]=1)#[N:20], predict the reactants needed to synthesize it. The reactants are: Br[C:2]1[CH:3]=[CH:4][C:5]([F:23])=[C:6]([CH:8]([O:21][CH3:22])[C:9]([NH:11][CH2:12][C:13]2[CH:18]=[CH:17][C:16]([C:19]#[N:20])=[CH:15][CH:14]=2)=[O:10])[CH:7]=1.[C:24]1(B(O)O)[CH:29]=[CH:28][CH:27]=[CH:26][CH:25]=1. (3) Given the product [CH3:13][O:14][C:15]([C:17]1[C:18](=[O:28])[O:19][C:20]2[CH:21]=[C:22]([O:12][CH2:11][CH2:10][N:8]([C:6]([O:5][C:1]([CH3:4])([CH3:3])[CH3:2])=[O:7])[CH3:9])[CH:23]=[CH:24][C:25]=2[CH:26]=1)=[O:16], predict the reactants needed to synthesize it. The reactants are: [C:1]([O:5][C:6]([N:8]([CH2:10][CH2:11][OH:12])[CH3:9])=[O:7])([CH3:4])([CH3:3])[CH3:2].[CH3:13][O:14][C:15]([C:17]1[C:18](=[O:28])[O:19][C:20]2[C:25]([CH:26]=1)=[CH:24][CH:23]=[C:22](O)[CH:21]=2)=[O:16].C1(P(C2C=CC=CC=2)C2C=CC=CC=2)C=CC=CC=1.N(C(OCC)=O)=NC(OCC)=O. (4) The reactants are: [C:1]([O:5][C:6]([N:8]1[CH2:13][CH2:12][CH:11]([C:14]([OH:16])=O)[CH2:10][CH2:9]1)=[O:7])([CH3:4])([CH3:3])[CH3:2].Cl.[C:18]1([CH2:24][CH2:25][CH2:26][CH:27]([NH2:37])[CH2:28][CH2:29][CH2:30][C:31]2[CH:36]=[CH:35][CH:34]=[CH:33][CH:32]=2)[CH:23]=[CH:22][CH:21]=[CH:20][CH:19]=1.C(N(C(C)C)CC)(C)C.C1CN([P+](ON2N=NC3C=CC=CC2=3)(N2CCCC2)N2CCCC2)CC1.F[P-](F)(F)(F)(F)F. Given the product [C:31]1([CH2:30][CH2:29][CH2:28][CH:27]([NH:37][C:14]([CH:11]2[CH2:10][CH2:9][N:8]([C:6]([O:5][C:1]([CH3:2])([CH3:3])[CH3:4])=[O:7])[CH2:13][CH2:12]2)=[O:16])[CH2:26][CH2:25][CH2:24][C:18]2[CH:19]=[CH:20][CH:21]=[CH:22][CH:23]=2)[CH:36]=[CH:35][CH:34]=[CH:33][CH:32]=1, predict the reactants needed to synthesize it. (5) Given the product [F:30][C:23]1[CH:22]=[C:21]([N:6]2[C:5]3[CH2:8][CH2:9][O:10][CH2:11][C:4]=3[C:3]([C:2]([F:12])([F:1])[F:13])=[N:7]2)[CH:29]=[CH:28][C:24]=1[C:25]([OH:27])=[O:26], predict the reactants needed to synthesize it. The reactants are: [F:1][C:2]([F:13])([F:12])[C:3]1[C:4]2[CH2:11][O:10][CH2:9][CH2:8][C:5]=2[NH:6][N:7]=1.C(=O)([O-])[O-].[K+].[K+].Br[C:21]1[CH:29]=[CH:28][C:24]([C:25]([OH:27])=[O:26])=[C:23]([F:30])[CH:22]=1.CN(C)CC(O)=O. (6) Given the product [CH3:1][S:2]([C:5]1[CH:6]=[CH:7][C:8]([O:14][C@H:15]([CH3:20])[C:16]([F:19])([F:18])[F:17])=[C:9]([C:10]([N:32]2[CH2:33][CH2:34][N:29]([C:27]3[S:28][C:24]([C:23]([F:36])([F:22])[F:35])=[CH:25][N:26]=3)[CH2:30][CH2:31]2)=[O:12])[CH:13]=1)(=[O:3])=[O:4], predict the reactants needed to synthesize it. The reactants are: [CH3:1][S:2]([C:5]1[CH:6]=[CH:7][C:8]([O:14][C@H:15]([CH3:20])[C:16]([F:19])([F:18])[F:17])=[C:9]([CH:13]=1)[C:10]([OH:12])=O)(=[O:4])=[O:3].Cl.[F:22][C:23]([F:36])([F:35])[C:24]1[S:28][C:27]([N:29]2[CH2:34][CH2:33][NH:32][CH2:31][CH2:30]2)=[N:26][CH:25]=1. (7) Given the product [NH2:3][C:4]1[N:8]([CH3:9])[N:7]=[CH:6][C:5]=1[CH2:10][CH2:11][NH:12][CH:13]=[O:14], predict the reactants needed to synthesize it. The reactants are: Cl.Cl.[NH2:3][C:4]1[N:8]([CH3:9])[N:7]=[CH:6][C:5]=1[CH2:10][CH2:11][NH2:12].[CH3:13][O-:14].[Na+]. (8) Given the product [CH3:1][O:2][C:3]1[CH:4]=[C:5]([C:13]2[O:21][C:20]3[C:15](=[N:16][CH:17]=[CH:18][C:19]=3[C:22]3[CH:23]=[C:24]([CH:28]=[CH:29][CH:30]=3)[C:25]([NH:31][CH:32]3[CH2:36][CH2:35][N:34]([C:37]([O:39][C:40]([CH3:43])([CH3:42])[CH3:41])=[O:38])[CH2:33]3)=[O:26])[CH:14]=2)[CH:6]=[C:7]([O:11][CH3:12])[C:8]=1[O:9][CH3:10], predict the reactants needed to synthesize it. The reactants are: [CH3:1][O:2][C:3]1[CH:4]=[C:5]([C:13]2[O:21][C:20]3[C:15](=[N:16][CH:17]=[CH:18][C:19]=3[C:22]3[CH:23]=[C:24]([CH:28]=[CH:29][CH:30]=3)[C:25](O)=[O:26])[CH:14]=2)[CH:6]=[C:7]([O:11][CH3:12])[C:8]=1[O:9][CH3:10].[NH2:31][CH:32]1[CH2:36][CH2:35][N:34]([C:37]([O:39][C:40]([CH3:43])([CH3:42])[CH3:41])=[O:38])[CH2:33]1. (9) Given the product [CH3:1][C:2]1[O:26][C:5]2=[CH:6][C:7]3[S:8][C:9]4[C:14]([C:15]=3[C:16]([C:17]3[CH:18]=[C:19]([I:25])[C:20]([O:24][C@H:29]([CH2:34][C:35]5[CH:40]=[CH:39][CH:38]=[CH:37][CH:36]=5)[C:30]([OH:32])=[O:31])=[C:21]([I:23])[CH:22]=3)=[C:4]2[C:3]=1[CH3:27])=[CH:13][CH:12]=[CH:11][CH:10]=4, predict the reactants needed to synthesize it. The reactants are: [CH3:1][C:2]1[O:26][C:5]2=[CH:6][C:7]3[S:8][C:9]4[C:14]([C:15]=3[C:16]([C:17]3[CH:22]=[C:21]([I:23])[C:20]([OH:24])=[C:19]([I:25])[CH:18]=3)=[C:4]2[C:3]=1[CH3:27])=[CH:13][CH:12]=[CH:11][CH:10]=4.O[C@@H:29]([CH2:34][C:35]1[CH:40]=[CH:39][CH:38]=[CH:37][CH:36]=1)[C:30]([O:32]C)=[O:31].